Dataset: Peptide-MHC class I binding affinity with 185,985 pairs from IEDB/IMGT. Task: Regression. Given a peptide amino acid sequence and an MHC pseudo amino acid sequence, predict their binding affinity value. This is MHC class I binding data. (1) The MHC is HLA-A02:03 with pseudo-sequence HLA-A02:03. The peptide sequence is FVGLSPTVWL. The binding affinity (normalized) is 0.152. (2) The peptide sequence is QKDINTPGY. The MHC is HLA-A30:01 with pseudo-sequence HLA-A30:01. The binding affinity (normalized) is 0.155.